The task is: Predict the reactants needed to synthesize the given product.. This data is from Full USPTO retrosynthesis dataset with 1.9M reactions from patents (1976-2016). (1) Given the product [Cl:8][C:9]1[CH:18]=[C:17]2[C:12]([N:13]=[CH:14][C:15](=[O:19])[N:16]2[CH2:21][C:22]([O:24][CH2:25][CH3:26])=[O:23])=[CH:11][CH:10]=1, predict the reactants needed to synthesize it. The reactants are: [H-].[Na+].CN(C=O)C.[Cl:8][C:9]1[CH:18]=[C:17]2[C:12]([N:13]=[CH:14][C:15](=[O:19])[NH:16]2)=[CH:11][CH:10]=1.Br[CH2:21][C:22]([O:24][CH2:25][CH3:26])=[O:23]. (2) The reactants are: [F:1][C:2]([F:11])([F:10])[C:3]1[CH:8]=[C:7]([OH:9])[CH:6]=[CH:5][N:4]=1.F[C:13]1[CH:18]=[CH:17][C:16]([N+:19]([O-:21])=[O:20])=[CH:15][CH:14]=1.[OH-].[Na+]. Given the product [N+:19]([C:16]1[CH:17]=[CH:18][C:13]([O:9][C:7]2[CH:6]=[CH:5][N:4]=[C:3]([C:2]([F:1])([F:10])[F:11])[CH:8]=2)=[CH:14][CH:15]=1)([O-:21])=[O:20], predict the reactants needed to synthesize it. (3) Given the product [CH3:22][C:16]1[C:15]([S:12]([N:9]2[CH2:10][CH2:11][CH:6]([O:5][C:4]3[CH:23]=[CH:24][CH:25]=[CH:2][C:3]=3[F:55])[CH2:7][CH2:8]2)(=[O:14])=[O:13])=[C:19]([CH3:20])[NH:18][N:17]=1, predict the reactants needed to synthesize it. The reactants are: Cl[C:2]1[CH:3]=[C:4]([CH:23]=[CH:24][C:25]=1Cl)[O:5][CH:6]1[CH2:11][CH2:10][N:9]([S:12]([C:15]2[C:16]([CH3:22])=[N:17][N:18](C)[C:19]=2[CH3:20])(=[O:14])=[O:13])[CH2:8][CH2:7]1.ClC1C=C(C=CC=1Cl)NCC1CCN(S(C2C(C)=NN(C)C=2C)(=O)=O)CC1.Cl.[F:55]C1C=CC=CC=1OC1CCNCC1. (4) Given the product [CH2:1]([O:8][C:9]1[N:38]=[CH:13][N:12]([CH2:15][C:16]([C:18]2[CH:23]=[CH:22][C:21]([CH2:24][OH:25])=[CH:20][CH:19]=2)=[O:17])[C:11](=[O:26])[CH:10]=1)[C:2]1[CH:7]=[CH:6][CH:5]=[CH:4][CH:3]=1, predict the reactants needed to synthesize it. The reactants are: [CH2:1]([O:8][C:9]1C=[CH:13][N:12]([CH2:15][C:16]([C:18]2[CH:23]=[CH:22][C:21]([CH2:24][OH:25])=[CH:20][CH:19]=2)=[O:17])[C:11](=[O:26])[CH:10]=1)[C:2]1[CH:7]=[CH:6][CH:5]=[CH:4][CH:3]=1.C(OC1N=C[NH:38]C(=O)C=1)C1C=CC=CC=1.BrCC(C1C=CC(CO)=CC=1)=O.